Dataset: Full USPTO retrosynthesis dataset with 1.9M reactions from patents (1976-2016). Task: Predict the reactants needed to synthesize the given product. (1) Given the product [CH2:1]([O:5][CH2:6][CH2:7][O:8][C:9]1[CH:10]=[CH:11][C:12]([C:15]2[CH:20]=[CH:19][C:18]([N:21]3[CH2:25][CH2:24][CH2:23][CH:22]3[CH3:26])=[C:17](/[CH:27]=[CH:28]/[C:29]([OH:31])=[O:30])[CH:16]=2)=[CH:13][CH:14]=1)[CH2:2][CH2:3][CH3:4], predict the reactants needed to synthesize it. The reactants are: [CH2:1]([O:5][CH2:6][CH2:7][O:8][C:9]1[CH:14]=[CH:13][C:12]([C:15]2[CH:20]=[CH:19][C:18]([N:21]3[CH2:25][CH2:24][CH2:23][CH:22]3[CH3:26])=[C:17](/[CH:27]=[CH:28]/[C:29]([O:31]CC)=[O:30])[CH:16]=2)=[CH:11][CH:10]=1)[CH2:2][CH2:3][CH3:4].[OH-].[Na+].Cl. (2) Given the product [C:5]([C:19]1[N:18]=[CH:17][N:14]2[CH:15]=[CH:16][S:12][C:13]=12)(=[O:10])[C:6]([CH3:9])([CH3:8])[CH3:7], predict the reactants needed to synthesize it. The reactants are: [Cl-].[Al+3].[Cl-].[Cl-].[C:5](Cl)(=[O:10])[C:6]([CH3:9])([CH3:8])[CH3:7].[S:12]1[CH:16]=[CH:15][N:14]2[CH:17]=[N:18][CH:19]=[C:13]12. (3) Given the product [CH:21]([C:24]1[CH:25]=[CH:26][C:27]([C:28]([NH:1][CH2:2][C:3]([C:5]2[CH:6]=[C:7]([CH:12]=[CH:13][CH:14]=2)[C:8]([O:10][CH3:11])=[O:9])=[O:4])=[O:29])=[CH:31][CH:32]=1)([CH3:23])[CH3:22], predict the reactants needed to synthesize it. The reactants are: [NH2:1][CH2:2][C:3]([C:5]1[CH:6]=[C:7]([CH:12]=[CH:13][CH:14]=1)[C:8]([O:10][CH3:11])=[O:9])=[O:4].N1C=CC=CC=1.[CH:21]([C:24]1[CH:32]=[CH:31][C:27]([C:28](Cl)=[O:29])=[CH:26][CH:25]=1)([CH3:23])[CH3:22]. (4) Given the product [Cl:76][C:32]1[N:31]2[C:27]([NH:26][S:22]([CH3:25])(=[O:24])=[O:23])=[N:28][N:29]=[C:30]2[C:35]([C:36]2[C:37]([C@@H:48]([NH:58][C:59](=[O:75])[CH2:60][N:61]3[C:65]4[C:66]([F:70])([F:71])[C@@H:67]5[CH2:69][C@@H:68]5[C:64]=4[C:63]([CH:72]([F:74])[F:73])=[N:62]3)[CH2:49][C:50]3[CH:55]=[C:54]([F:56])[CH:53]=[C:52]([F:57])[CH:51]=3)=[N:38][C:39]([C:42]#[C:43][C:44]([CH3:45])([CH3:46])[CH3:47])=[CH:40][CH:41]=2)=[CH:34][CH:33]=1, predict the reactants needed to synthesize it. The reactants are: ClC1C=CC(B2OC(C)(C)C(C)(C)O2)=C2C=1C(N[S:22]([CH3:25])(=[O:24])=[O:23])=NN2C.[NH2:26][C:27]1[N:31]2[C:32]([Cl:76])=[CH:33][CH:34]=[C:35]([C:36]3[C:37]([C@@H:48]([NH:58][C:59](=[O:75])[CH2:60][N:61]4[C:65]5[C:66]([F:71])([F:70])[C@@H:67]6[CH2:69][C@@H:68]6[C:64]=5[C:63]([CH:72]([F:74])[F:73])=[N:62]4)[CH2:49][C:50]4[CH:55]=[C:54]([F:56])[CH:53]=[C:52]([F:57])[CH:51]=4)=[N:38][C:39]([C:42]#[C:43][C:44]([CH3:47])([CH3:46])[CH3:45])=[CH:40][CH:41]=3)[C:30]2=[N:29][N:28]=1. (5) Given the product [NH2:78][C:73]1[CH:72]=[C:71]([O:70][CH:67]([CH3:68])[CH3:69])[CH:76]=[CH:75][C:74]=1[NH:77][C:27](=[O:29])[CH2:26][CH2:25][CH2:24][CH2:23][N:22]([CH2:21][C@@H:13]1[C@@H:14]2[C@@H:15]([O:16][C:17]([CH3:19])([CH3:20])[O:18]2)[C@H:11]([N:6]2[CH:5]=[N:4][C:3]3[C:7]2=[N:8][CH:9]=[N:10][C:2]=3[NH2:1])[O:12]1)[CH:30]([CH3:32])[CH3:31], predict the reactants needed to synthesize it. The reactants are: [NH2:1][C:2]1[N:10]=[CH:9][N:8]=[C:7]2[C:3]=1[N:4]=[CH:5][N:6]2[C@H:11]1[C@@H:15]2[O:16][C:17]([CH3:20])([CH3:19])[O:18][C@@H:14]2[C@@H:13]([CH2:21][N:22]([CH:30]([CH3:32])[CH3:31])[CH2:23][CH2:24][CH2:25][CH2:26][C:27]([OH:29])=O)[O:12]1.CN(C(ON1N=NC2C=CC=NC1=2)=[N+](C)C)C.F[P-](F)(F)(F)(F)F.C1C=NC2N(O)N=NC=2C=1.[CH:67]([O:70][C:71]1[CH:72]=[C:73]([NH2:78])[C:74]([NH2:77])=[CH:75][CH:76]=1)([CH3:69])[CH3:68]. (6) Given the product [CH2:6]([O:5][C:3](=[O:4])[C:2]([F:9])([F:8])[C@@:17]([C:15]1[C:14]([F:29])=[C:13]([Si:30]([CH2:33][CH3:34])([CH2:31][CH3:32])[CH2:35][CH3:36])[CH:12]=[C:11]([Br:10])[N:16]=1)([NH:22][S@:23]([C:25]([CH3:26])([CH3:28])[CH3:27])=[O:24])[CH2:18][CH2:19][O:20][CH3:21])[CH3:7], predict the reactants needed to synthesize it. The reactants are: Br[C:2]([F:9])([F:8])[C:3]([O:5][CH2:6][CH3:7])=[O:4].[Br:10][C:11]1[N:16]=[C:15](/[C:17](=[N:22]/[S@:23]([C:25]([CH3:28])([CH3:27])[CH3:26])=[O:24])/[CH2:18][CH2:19][O:20][CH3:21])[C:14]([F:29])=[C:13]([Si:30]([CH2:35][CH3:36])([CH2:33][CH3:34])[CH2:31][CH3:32])[CH:12]=1.[Cl-].[NH4+].C(OCC)(=O)C.